Dataset: Catalyst prediction with 721,799 reactions and 888 catalyst types from USPTO. Task: Predict which catalyst facilitates the given reaction. (1) Reactant: [CH3:1][C:2]1[CH:3]=[C:4]([N:11](C2C=CC=CC=2)[C:12](=[O:14])[O-])[C:5]([O:9][CH3:10])=[N:6][C:7]=1[CH3:8].[C:21]1([CH:27]([C:34]2[CH:39]=[CH:38][CH:37]=[CH:36][CH:35]=2)[N:28]2[CH2:33][CH2:32][NH:31][CH2:30][CH2:29]2)[CH:26]=[CH:25][CH:24]=[CH:23][CH:22]=1.C1CCN2C(=NCCC2)CC1. Product: [CH3:1][C:2]1[CH:3]=[C:4]([NH:11][C:12]([N:31]2[CH2:32][CH2:33][N:28]([CH:27]([C:21]3[CH:26]=[CH:25][CH:24]=[CH:23][CH:22]=3)[C:34]3[CH:39]=[CH:38][CH:37]=[CH:36][CH:35]=3)[CH2:29][CH2:30]2)=[O:14])[C:5]([O:9][CH3:10])=[N:6][C:7]=1[CH3:8]. The catalyst class is: 1. (2) Reactant: [I:1][C:2]1[C:10]2[C:5](=[CH:6][C:7]([CH:11]=[O:12])=[CH:8][CH:9]=2)[NH:4][N:3]=1.C1COCC1.CS(O)(=O)=O.[O:23]1[CH:28]=[CH:27][CH2:26][CH2:25][CH2:24]1. Product: [I:1][C:2]1[C:10]2[C:5](=[CH:6][C:7]([CH:11]=[O:12])=[CH:8][CH:9]=2)[N:4]([CH:24]2[CH2:25][CH2:26][CH2:27][CH2:28][O:23]2)[N:3]=1. The catalyst class is: 2.